From a dataset of Peptide-MHC class II binding affinity with 134,281 pairs from IEDB. Regression. Given a peptide amino acid sequence and an MHC pseudo amino acid sequence, predict their binding affinity value. This is MHC class II binding data. (1) The peptide sequence is KKGMTTVLDFHPGAG. The MHC is HLA-DQA10501-DQB10402 with pseudo-sequence HLA-DQA10501-DQB10402. The binding affinity (normalized) is 0.237. (2) The peptide sequence is LIGPTPVNIIGRNLLTQIGC. The MHC is DRB1_0405 with pseudo-sequence DRB1_0405. The binding affinity (normalized) is 0.197. (3) The peptide sequence is SQTTANPSCPEGA. The MHC is DRB1_1501 with pseudo-sequence DRB1_1501. The binding affinity (normalized) is 0.